From a dataset of Full USPTO retrosynthesis dataset with 1.9M reactions from patents (1976-2016). Predict the reactants needed to synthesize the given product. (1) Given the product [OH:21][C@H:20]([C:15]([CH3:22])([CH3:14])[CH2:16][OH:17])[C:18]([NH:13][CH2:12][CH2:11][NH:10][CH2:9][CH2:8][CH2:7][C:1]1[CH:6]=[CH:5][CH:4]=[CH:3][CH:2]=1)=[O:19], predict the reactants needed to synthesize it. The reactants are: [C:1]1([CH2:7][CH2:8][CH2:9][NH:10][CH2:11][CH2:12][NH2:13])[CH:6]=[CH:5][CH:4]=[CH:3][CH:2]=1.[CH3:14][C:15]1([CH3:22])[C@@H:20]([OH:21])[C:18](=[O:19])[O:17][CH2:16]1. (2) Given the product [C:24]([O:23][C:21]([NH:2][C:3]1[CH:4]=[C:5]([CH:9]=[C:10]([OH:12])[CH:11]=1)[C:6]([OH:8])=[O:7])=[O:20])([CH3:27])([CH3:26])[CH3:25], predict the reactants needed to synthesize it. The reactants are: Cl.[NH2:2][C:3]1[CH:4]=[C:5]([CH:9]=[C:10]([OH:12])[CH:11]=1)[C:6]([OH:8])=[O:7].[OH-].[Na+].C(=O)([O-])O.[Na+].[O:20](C(OC(C)(C)C)=O)[C:21]([O:23][C:24]([CH3:27])([CH3:26])[CH3:25])=O.